From a dataset of Full USPTO retrosynthesis dataset with 1.9M reactions from patents (1976-2016). Predict the reactants needed to synthesize the given product. (1) Given the product [F:1][C:2]1[CH:3]=[CH:4][C:5]([N:8]2[C:16]3[C:11](=[CH:12][C:13]([O:17][C@H:18]([C:22]4[CH:27]=[CH:26][CH:25]=[C:24]([O:28][CH3:29])[CH:23]=4)[C@@H:19]([NH:21][C:36]([C:34]4[S:35][C:31]([CH3:30])=[CH:32][CH:33]=4)=[O:37])[CH3:20])=[CH:14][CH:15]=3)[CH:10]=[N:9]2)=[CH:6][CH:7]=1, predict the reactants needed to synthesize it. The reactants are: [F:1][C:2]1[CH:7]=[CH:6][C:5]([N:8]2[C:16]3[C:11](=[CH:12][C:13]([O:17][C@H:18]([C:22]4[CH:27]=[CH:26][CH:25]=[C:24]([O:28][CH3:29])[CH:23]=4)[C@@H:19]([NH2:21])[CH3:20])=[CH:14][CH:15]=3)[CH:10]=[N:9]2)=[CH:4][CH:3]=1.[CH3:30][C:31]1[S:35][C:34]([C:36](O)=[O:37])=[CH:33][CH:32]=1. (2) Given the product [CH3:21][O:22][C:23]1[CH:24]=[C:25]2[C:30](=[CH:31][C:32]=1[O:33][CH2:34][CH2:35][O:36][CH3:37])[N:29]=[CH:28][N:27]=[C:26]2[O:38][C:39]1[CH:40]=[C:41]([NH:42][C:8]([NH:7][C:6]2[N:2]([CH3:1])[N:3]=[C:4]([C:17]([F:18])([F:19])[F:20])[CH:5]=2)=[O:16])[CH:43]=[CH:44][CH:45]=1, predict the reactants needed to synthesize it. The reactants are: [CH3:1][N:2]1[C:6]([NH:7][C:8](=[O:16])OC2C=CC=CC=2)=[CH:5][C:4]([C:17]([F:20])([F:19])[F:18])=[N:3]1.[CH3:21][O:22][C:23]1[CH:24]=[C:25]2[C:30](=[CH:31][C:32]=1[O:33][CH2:34][CH2:35][O:36][CH3:37])[N:29]=[CH:28][N:27]=[C:26]2[O:38][C:39]1[CH:40]=[C:41]([CH:43]=[CH:44][CH:45]=1)[NH2:42].C(N(CC)C(C)C)(C)C. (3) Given the product [N+:18]([C:21]1[CH:29]=[C:28]([O:30][C:31]2[CH:32]=[CH:33][CH:34]=[CH:35][CH:36]=2)[CH:27]=[CH:26][C:22]=1[C:23]([O:25][C:8]([CH3:11])([CH3:10])[CH3:9])=[O:24])([O-:20])=[O:19], predict the reactants needed to synthesize it. The reactants are: C(=O)([O-])[O-].[K+].[K+].Br[C:8]([CH3:11])([CH3:10])[CH3:9].CN(C)C(=O)C.[N+:18]([C:21]1[CH:29]=[C:28]([O:30][C:31]2[CH:36]=[CH:35][CH:34]=[CH:33][CH:32]=2)[CH:27]=[CH:26][C:22]=1[C:23]([OH:25])=[O:24])([O-:20])=[O:19]. (4) The reactants are: C(OC[CH:7]1[CH2:12][CH2:11]C(COCC2OC2)[CH2:9][CH2:8]1)C1[O:4][CH2:3]1.C1(O)C=CC=CC=1.[CH3:26][CH:27](OC(C)=O)[CH2:28][O:29]C.[C:35]1([CH3:42])[C:40]([OH:41])=[CH:39][CH:38]=[CH:37][CH:36]=1.C1(O)C=CC=CC=1. Given the product [CH2:3]=[O:4].[CH3:11][C:12]1[C:27]([CH3:26])=[C:28]([OH:29])[CH:9]=[CH:8][CH:7]=1.[CH3:42][C:35]1[CH:36]=[CH:37][CH:38]=[CH:39][C:40]=1[OH:41], predict the reactants needed to synthesize it. (5) Given the product [CH2:13]([C:17]1[N:18]=[C:19]([CH3:46])[N:20]([CH2:39][CH:40]2[CH2:45][CH2:44][CH2:43][CH2:42][CH2:41]2)[C:21](=[O:38])[C:22]=1[CH2:23][C:24]1[CH:29]=[CH:28][C:27]([C:30]2[CH:35]=[CH:34][CH:33]=[CH:32][C:31]=2[C:36]2[NH:3][C:4](=[O:7])[O:5][N:37]=2)=[CH:26][CH:25]=1)[CH2:14][CH2:15][CH3:16], predict the reactants needed to synthesize it. The reactants are: [Cl-].O[NH3+:3].[C:4](=[O:7])([O-])[OH:5].[Na+].CS(C)=O.[CH2:13]([C:17]1[N:18]=[C:19]([CH3:46])[N:20]([CH2:39][CH:40]2[CH2:45][CH2:44][CH2:43][CH2:42][CH2:41]2)[C:21](=[O:38])[C:22]=1[CH2:23][C:24]1[CH:29]=[CH:28][C:27]([C:30]2[C:31]([C:36]#[N:37])=[CH:32][CH:33]=[CH:34][CH:35]=2)=[CH:26][CH:25]=1)[CH2:14][CH2:15][CH3:16].